From a dataset of Forward reaction prediction with 1.9M reactions from USPTO patents (1976-2016). Predict the product of the given reaction. (1) Given the reactants [CH:1]1([O:4][C:5]2[CH:13]=[CH:12][CH:11]=[C:10]3[C:6]=2[C:7]([C:18]([OH:20])=O)=[CH:8][N:9]3[CH2:14][CH2:15][O:16][CH3:17])[CH2:3][CH2:2]1.Cl.[F:22][C:23]([F:42])([F:41])[C:24]([NH:26][CH2:27][C:28]1[CH:33]=[CH:32][C:31]([F:34])=[C:30]([CH:35]2[CH2:40][CH2:39][NH:38][CH2:37][CH2:36]2)[CH:29]=1)=[O:25], predict the reaction product. The product is: [CH:1]1([O:4][C:5]2[CH:13]=[CH:12][CH:11]=[C:10]3[C:6]=2[C:7]([C:18]([N:38]2[CH2:39][CH2:40][CH:35]([C:30]4[CH:29]=[C:28]([CH:33]=[CH:32][C:31]=4[F:34])[CH2:27][NH:26][C:24](=[O:25])[C:23]([F:42])([F:41])[F:22])[CH2:36][CH2:37]2)=[O:20])=[CH:8][N:9]3[CH2:14][CH2:15][O:16][CH3:17])[CH2:2][CH2:3]1. (2) Given the reactants [CH3:1][O:2][C:3]1[CH:8]=[CH:7][C:6]([CH2:9][Cl:10])=[CH:5][C:4]=1[CH3:11].[C:12]1([P:18]([C:25]2[CH:30]=[CH:29][CH:28]=[CH:27][CH:26]=2)[C:19]2[CH:24]=[CH:23][CH:22]=[CH:21][CH:20]=2)[CH:17]=[CH:16][CH:15]=[CH:14][CH:13]=1, predict the reaction product. The product is: [Cl-:10].[CH3:1][O:2][C:3]1[CH:8]=[CH:7][C:6]([CH2:9][P+:18]([C:19]2[CH:20]=[CH:21][CH:22]=[CH:23][CH:24]=2)([C:25]2[CH:30]=[CH:29][CH:28]=[CH:27][CH:26]=2)[C:12]2[CH:13]=[CH:14][CH:15]=[CH:16][CH:17]=2)=[CH:5][C:4]=1[CH3:11]. (3) The product is: [OH:45][C@H:44]([CH2:43][OH:42])[CH2:46][CH2:47][NH:48][C:36]([CH:16]1[CH:15]([C:11]2[CH:12]=[CH:13][CH:14]=[C:9]([Cl:8])[C:10]=2[F:39])[C:19]([C:22]2[CH:27]=[CH:26][C:25]([Cl:28])=[CH:24][C:23]=2[F:29])([C:20]#[N:21])[CH:18]([CH2:30][C:31]([CH3:35])([CH3:34])[CH2:32][OH:33])[NH:17]1)=[O:38]. Given the reactants FC(F)(F)C(O)=O.[Cl:8][C:9]1[C:10]([F:39])=[C:11]([CH:15]2[C:19]([C:22]3[CH:27]=[CH:26][C:25]([Cl:28])=[CH:24][C:23]=3[F:29])([C:20]#[N:21])[CH:18]([CH2:30][C:31]([CH3:35])([CH3:34])[CH2:32][OH:33])[NH:17][CH:16]2[C:36]([OH:38])=O)[CH:12]=[CH:13][CH:14]=1.CC1(C)[O:45][C@@H:44]([CH2:46][CH2:47][NH2:48])[CH2:43][O:42]1.CN(C(ON1N=NC2C=CC=NC1=2)=[N+](C)C)C.F[P-](F)(F)(F)(F)F.CCN(C(C)C)C(C)C.Cl, predict the reaction product. (4) The product is: [O:15]1[CH:19]=[CH:18][C:17]([C:20]2[N:24]([CH3:25])[N:23]=[CH:22][C:21]=2/[CH:26]=[CH:27]/[C:28]([NH:1][C:2]2[CH:14]=[CH:13][C:5]([CH2:6][P:7](=[O:12])([O:8][CH3:9])[O:10][CH3:11])=[CH:4][CH:3]=2)=[O:29])=[CH:16]1. Given the reactants [NH2:1][C:2]1[CH:14]=[CH:13][C:5]([CH2:6][P:7](=[O:12])([O:10][CH3:11])[O:8][CH3:9])=[CH:4][CH:3]=1.[O:15]1[CH:19]=[CH:18][C:17]([C:20]2[N:24]([CH3:25])[N:23]=[CH:22][C:21]=2/[CH:26]=[CH:27]/[C:28](O)=[O:29])=[CH:16]1.O.ON1C2C=CC=CC=2N=N1.Cl.C(N=C=NCCCN(C)C)C.Cl, predict the reaction product.